Predict the product of the given reaction. From a dataset of Forward reaction prediction with 1.9M reactions from USPTO patents (1976-2016). (1) Given the reactants [NH:1]1[C:9]2[C:4](=[CH:5][CH:6]=[CH:7][CH:8]=2)[CH:3]=[C:2]1[C:10]([O:12][CH2:13][CH3:14])=[O:11].[F:15][C:16]([F:26])([F:25])[C:17]1[CH:18]=[C:19]([CH:22]=[CH:23][CH:24]=1)[CH2:20]Br.C(=O)([O-])[O-].[K+].[K+].C(OCC)(=O)C, predict the reaction product. The product is: [F:15][C:16]([F:25])([F:26])[C:17]1[CH:18]=[C:19]([CH:22]=[CH:23][CH:24]=1)[CH2:20][N:1]1[C:9]2[C:4](=[CH:5][CH:6]=[CH:7][CH:8]=2)[CH:3]=[C:2]1[C:10]([O:12][CH2:13][CH3:14])=[O:11]. (2) Given the reactants [Si]([O:8][CH2:9][C:10]1[N:15]=[C:14]([CH:16]=[CH:17][O:18][CH3:19])[C:13]([O:20][CH3:21])=[CH:12][CH:11]=1)(C(C)(C)C)(C)C.[F-].C([N+](CCCC)(CCCC)CCCC)CCC, predict the reaction product. The product is: [CH3:21][O:20][C:13]1[CH:12]=[CH:11][C:10]([CH2:9][OH:8])=[N:15][C:14]=1[CH:16]=[CH:17][O:18][CH3:19]. (3) Given the reactants [CH2:1]([N:3]([C:9]1[CH:10]=[N:11][O:12][C:13]=1[CH3:14])[C:4](=[O:8])[CH:5]([CH3:7])[CH3:6])[CH3:2].CCO, predict the reaction product. The product is: [NH2:11]/[CH:10]=[C:9](\[N:3]([CH2:1][CH3:2])[C:4](=[O:8])[CH:5]([CH3:7])[CH3:6])/[C:13](=[O:12])[CH3:14]. (4) Given the reactants [CH3:1][C:2]([CH3:6])([CH3:5])[CH2:3][NH2:4].CC(C[AlH]CC(C)C)C.[C:16]([O:20][C:21]([N:23]1[CH2:29][CH2:28][C:27]2[C:30]([NH:35][CH2:36][C:37]3[CH:42]=[CH:41][C:40]([S:43][CH2:44][C:45](OC)=[O:46])=[CH:39][CH:38]=3)=[C:31]([Cl:34])[CH:32]=[CH:33][C:26]=2[CH2:25][CH2:24]1)=[O:22])([CH3:19])([CH3:18])[CH3:17], predict the reaction product. The product is: [C:16]([O:20][C:21]([N:23]1[CH2:29][CH2:28][C:27]2[C:30]([NH:35][CH2:36][C:37]3[CH:38]=[CH:39][C:40]([S:43][CH2:44][C:45](=[O:46])[NH:4][CH2:3][C:2]([CH3:6])([CH3:5])[CH3:1])=[CH:41][CH:42]=3)=[C:31]([Cl:34])[CH:32]=[CH:33][C:26]=2[CH2:25][CH2:24]1)=[O:22])([CH3:19])([CH3:18])[CH3:17]. (5) Given the reactants [Cl:1][C:2]1[CH:7]=[CH:6][C:5]([C:8]2([C:11]([OH:13])=O)[CH2:10][CH2:9]2)=[CH:4][CH:3]=1.[NH2:14][CH2:15][CH2:16][CH2:17][N:18]1[CH2:23][CH2:22][CH:21]([C:24]2[N:29]=[C:28]([NH:30][C:31](=[O:35])[CH:32]([CH3:34])[CH3:33])[CH:27]=[CH:26][CH:25]=2)[CH2:20][CH2:19]1, predict the reaction product. The product is: [Cl:1][C:2]1[CH:3]=[CH:4][C:5]([C:8]2([C:11]([NH:14][CH2:15][CH2:16][CH2:17][N:18]3[CH2:23][CH2:22][CH:21]([C:24]4[CH:25]=[CH:26][CH:27]=[C:28]([NH:30][C:31](=[O:35])[CH:32]([CH3:33])[CH3:34])[N:29]=4)[CH2:20][CH2:19]3)=[O:13])[CH2:9][CH2:10]2)=[CH:6][CH:7]=1. (6) Given the reactants [CH:1]([Cl:4])(Cl)Cl.CC(O)C.[CH2:9]1[C:18]2[C:13](=[CH:14][CH:15]=[CH:16][CH:17]=2)[CH:12]=C[CH2:10]1.C(Cl)[Cl:20], predict the reaction product. The product is: [Cl:20][CH:12]1[C:13]2[C:18](=[CH:17][CH:16]=[CH:15][CH:14]=2)[CH2:9][CH2:10][CH:1]1[Cl:4].